The task is: Predict the reactants needed to synthesize the given product.. This data is from Full USPTO retrosynthesis dataset with 1.9M reactions from patents (1976-2016). Given the product [CH3:13][C:12]([CH3:26])([O:14][C:15]([NH:17][C@@H:18]([CH2:23][C:24]#[C:25][C:2]1[CH:7]=[CH:6][C:5]([N+:8]([O-:10])=[O:9])=[CH:4][N:3]=1)[C:19]([O:21][CH3:22])=[O:20])=[O:16])[CH3:11], predict the reactants needed to synthesize it. The reactants are: Br[C:2]1[CH:7]=[CH:6][C:5]([N+:8]([O-:10])=[O:9])=[CH:4][N:3]=1.[CH3:11][C:12]([CH3:26])([O:14][C:15]([NH:17][C@@H:18]([CH2:23][C:24]#[CH:25])[C:19]([O:21][CH3:22])=[O:20])=[O:16])[CH3:13].C(=O)([O-])[O-].[K+].[K+].